Predict the product of the given reaction. From a dataset of Forward reaction prediction with 1.9M reactions from USPTO patents (1976-2016). Given the reactants Cl[CH2:2][CH2:3][O:4][C:5]1[C:13]2[C:8](=[N:9][CH:10]=[N:11][C:12]=2[NH:14][C:15]2[CH:20]=[CH:19][C:18]([O:21][C:22]3[CH:23]=[N:24][C:25]([CH3:28])=[CH:26][CH:27]=3)=[C:17]([Cl:29])[CH:16]=2)[NH:7][N:6]=1.[CH3:30][O:31][CH2:32][C@H:33]1[CH2:37][CH2:36][CH2:35][NH:34]1, predict the reaction product. The product is: [Cl:29][C:17]1[CH:16]=[C:15]([NH:14][C:12]2[N:11]=[CH:10][N:9]=[C:8]3[NH:7][N:6]=[C:5]([O:4][CH2:3][CH2:2][N:34]4[CH2:35][CH2:36][CH2:37][C@@H:33]4[CH2:32][O:31][CH3:30])[C:13]=23)[CH:20]=[CH:19][C:18]=1[O:21][C:22]1[CH:23]=[N:24][C:25]([CH3:28])=[CH:26][CH:27]=1.